This data is from Forward reaction prediction with 1.9M reactions from USPTO patents (1976-2016). The task is: Predict the product of the given reaction. (1) The product is: [CH2:1]([O:8][C:9]1[N:14]=[C:13]2[N:15]([C:16]3[CH:21]=[CH:20][CH:19]=[CH:18][CH:17]=3)[CH:23]=[N:22][C:12]2=[CH:11][CH:10]=1)[C:2]1[CH:7]=[CH:6][CH:5]=[CH:4][CH:3]=1. Given the reactants [CH2:1]([O:8][C:9]1[N:14]=[C:13]([NH:15][C:16]2[CH:21]=[CH:20][CH:19]=[CH:18][CH:17]=2)[C:12]([NH2:22])=[CH:11][CH:10]=1)[C:2]1[CH:7]=[CH:6][CH:5]=[CH:4][CH:3]=1.[C:23](O)(C(F)(F)F)=O, predict the reaction product. (2) The product is: [CH3:11][C:8]1([CH3:12])[CH2:7][NH:6][C:5]2[N:14]=[CH:15][CH:2]=[CH:3][C:4]=2[CH2:10][NH:9]1. Given the reactants Br[C:2]1[CH:15]=[N:14][C:5]2[NH:6][C:7](=O)[C:8]([CH3:12])([CH3:11])[NH:9][CH2:10][C:4]=2[CH:3]=1.[H-].[H-].[H-].[H-].[Li+].[Al+3], predict the reaction product. (3) Given the reactants [C:1]([N:5]1[CH:9]=[C:8]([CH2:10][CH2:11][CH2:12][CH3:13])[C:7](=[NH:14])[S:6]1)([CH3:4])([CH3:3])[CH3:2].[CH3:15][O:16][C:17]([CH:19]1[CH2:23][CH2:22][C:21]([CH3:27])([C:24](O)=[O:25])[C:20]1([CH3:29])[CH3:28])=[O:18], predict the reaction product. The product is: [CH2:10]([C:8]1=[CH:9][N:5]([C:1]([CH3:4])([CH3:3])[CH3:2])[S:6]/[C:7]/1=[N:14]\[C:24]([C:21]1([CH3:27])[CH2:22][CH2:23][CH:19]([C:17]([O:16][CH3:15])=[O:18])[C:20]1([CH3:29])[CH3:28])=[O:25])[CH2:11][CH2:12][CH3:13]. (4) The product is: [CH3:6][CH:5]([O:14][C:15]([CH3:16])=[O:19])[CH2:4][O:3][CH3:1]. Given the reactants [CH:1]([O:3][CH2:4][CH2:5][CH:6]1CCCCC1)=C.C([O:14][CH:15]=[CH2:16])=C.C12(CS(O)(=O)=O)C(C)(C)C(CC1)CC2=[O:19].C(N(CC)CC)C, predict the reaction product. (5) The product is: [Cl:18][C:15]1[CH:16]=[CH:17][C:12]([C:2]2([OH:3])[C:10]3[C:5](=[CH:6][CH:7]=[CH:8][CH:9]=3)[C:4](=[O:11])[N:32]2[CH2:31][C:30]2[CH:33]=[CH:34][C:27]([Cl:26])=[CH:28][CH:29]=2)=[CH:13][CH:14]=1. Given the reactants Cl[C:2]1([C:12]2[CH:17]=[CH:16][C:15]([Cl:18])=[CH:14][CH:13]=2)[C:10]2[C:5](=[CH:6][CH:7]=[CH:8][CH:9]=2)[C:4](=[O:11])[O:3]1.C(N(CC)CC)C.[Cl:26][C:27]1[CH:34]=[CH:33][C:30]([CH2:31][NH2:32])=[CH:29][CH:28]=1, predict the reaction product. (6) Given the reactants Cl[C:2]([C:4]1[CH:5]=[CH:6][C:7]([NH:10][CH2:11][CH2:12][NH:13][C:14]2[N:19]=[C:18]([C:20]3[CH:25]=[CH:24][C:23]([C:26]#[N:27])=[CH:22][CH:21]=3)[C:17]([C:28]([O:30][CH2:31][CH3:32])=[O:29])=[CH:16][N:15]=2)=[N:8][CH:9]=1)=[O:3].[NH:33]1[CH2:38][CH2:37][O:36][CH2:35][CH2:34]1, predict the reaction product. The product is: [C:26]([C:23]1[CH:24]=[CH:25][C:20]([C:18]2[C:17]([C:28]([O:30][CH2:31][CH3:32])=[O:29])=[CH:16][N:15]=[C:14]([NH:13][CH2:12][CH2:11][NH:10][C:7]3[CH:6]=[CH:5][C:4]([C:2]([N:33]4[CH2:38][CH2:37][O:36][CH2:35][CH2:34]4)=[O:3])=[CH:9][N:8]=3)[N:19]=2)=[CH:21][CH:22]=1)#[N:27].